Dataset: Catalyst prediction with 721,799 reactions and 888 catalyst types from USPTO. Task: Predict which catalyst facilitates the given reaction. (1) Reactant: [F:1][C:2]1[N:7]2[CH:8]=[C:9]([CH:11]=O)[N:10]=[C:6]2[CH:5]=[CH:4][CH:3]=1.[CH3:13][O:14][C:15]1[CH:20]=[CH:19][C:18]([C@@H:21]([NH:23][C@@H:24]2[C:33]3[N:32]=[CH:31][CH:30]=[CH:29][C:28]=3[CH2:27][CH2:26][CH2:25]2)[CH3:22])=[CH:17][CH:16]=1.C(O)(=O)C.C(O[BH-](OC(=O)C)OC(=O)C)(=O)C.[Na+]. Product: [F:1][C:2]1[N:7]2[CH:8]=[C:9]([CH2:11][N:23]([C@H:21]([C:18]3[CH:19]=[CH:20][C:15]([O:14][CH3:13])=[CH:16][CH:17]=3)[CH3:22])[C@@H:24]3[C:33]4[N:32]=[CH:31][CH:30]=[CH:29][C:28]=4[CH2:27][CH2:26][CH2:25]3)[N:10]=[C:6]2[CH:5]=[CH:4][CH:3]=1. The catalyst class is: 576. (2) Reactant: [Cl:1][C:2]1[CH:3]=[C:4]([C:33]2[CH:38]=[CH:37][C:36]([C:39]([OH:41])=O)=[CH:35][CH:34]=2)[CH:5]=[C:6]([Cl:32])[C:7]=1[CH2:8][C@@H:9]1[CH2:13][CH2:12][N:11]([N:14]2[CH2:19][CH2:18][CH:17]([O:20][Si:21]([CH:28]([CH3:30])[CH3:29])([CH:25]([CH3:27])[CH3:26])[CH:22]([CH3:24])[CH3:23])[CH2:16][CH2:15]2)[C:10]1=[O:31].C(N1C=CN=C1)(N1C=CN=C1)=O.[NH:54]1[CH2:59][CH2:58][O:57][CH2:56][CH2:55]1.C(OCC)(=O)C. Product: [Cl:32][C:6]1[CH:5]=[C:4]([C:33]2[CH:34]=[CH:35][C:36]([C:39]([N:54]3[CH2:59][CH2:58][O:57][CH2:56][CH2:55]3)=[O:41])=[CH:37][CH:38]=2)[CH:3]=[C:2]([Cl:1])[C:7]=1[CH2:8][C@@H:9]1[CH2:13][CH2:12][N:11]([N:14]2[CH2:15][CH2:16][CH:17]([O:20][Si:21]([CH:25]([CH3:26])[CH3:27])([CH:22]([CH3:24])[CH3:23])[CH:28]([CH3:29])[CH3:30])[CH2:18][CH2:19]2)[C:10]1=[O:31]. The catalyst class is: 2. (3) Product: [CH2:7]([O:14][C@H:15]1[C@H:20]([O:21][CH2:22][C:23]2[CH:28]=[CH:27][CH:26]=[CH:25][CH:24]=2)[C@@H:19]([O:29][CH2:30][C:31]2[CH:36]=[CH:35][CH:34]=[CH:33][CH:32]=2)[C@@:18]([C:39]2[CH:44]=[CH:43][C:42]([Cl:45])=[C:41]([CH2:46][C:47]3[CH:48]=[CH:49][C:50]4[O:54][CH2:53][CH2:52][C:51]=4[CH:55]=3)[CH:40]=2)([O:37][CH3:38])[O:17][C@@H:16]1[CH:56]=[O:57])[C:8]1[CH:9]=[CH:10][CH:11]=[CH:12][CH:13]=1. The catalyst class is: 2. Reactant: C(Cl)(=O)C(Cl)=O.[CH2:7]([O:14][C@H:15]1[C@H:20]([O:21][CH2:22][C:23]2[CH:28]=[CH:27][CH:26]=[CH:25][CH:24]=2)[C@@H:19]([O:29][CH2:30][C:31]2[CH:36]=[CH:35][CH:34]=[CH:33][CH:32]=2)[C@@:18]([C:39]2[CH:44]=[CH:43][C:42]([Cl:45])=[C:41]([CH2:46][C:47]3[CH:48]=[CH:49][C:50]4[O:54][CH2:53][CH2:52][C:51]=4[CH:55]=3)[CH:40]=2)([O:37][CH3:38])[O:17][C@@H:16]1[CH2:56][OH:57])[C:8]1[CH:13]=[CH:12][CH:11]=[CH:10][CH:9]=1.C(N(CC)CC)C. (4) Reactant: [F:1][CH:2]([F:22])[C:3]1[CH:4]=[C:5]([C:10]2[CH:15]=[C:14]([O:16][CH3:17])[C:13](B(O)O)=[CH:12][C:11]=2[F:21])[CH:6]=[C:7]([F:9])[CH:8]=1.Cl[C:24]1[C:33]2[C:28](=[CH:29][C:30]([S:34]([O:37]C3C(F)=C(F)C(F)=C(F)C=3F)(=[O:36])=[O:35])=[CH:31][CH:32]=2)[CH:27]=[CH:26][N:25]=1.C(=O)([O-])[O-].[K+].[K+]. Product: [F:1][CH:2]([F:22])[C:3]1[CH:4]=[C:5]([C:10]2[CH:15]=[C:14]([O:16][CH3:17])[C:13]([C:24]3[C:33]4[C:28](=[CH:29][C:30]([S:34]([OH:37])(=[O:35])=[O:36])=[CH:31][CH:32]=4)[CH:27]=[CH:26][N:25]=3)=[CH:12][C:11]=2[F:21])[CH:6]=[C:7]([F:9])[CH:8]=1. The catalyst class is: 73. (5) Reactant: [CH2:1]([O:3][C:4]([C:6]1[N:7]([NH:17][C:18](=[O:30])[C:19]2[CH:24]=[CH:23][CH:22]=[CH:21][C:20]=2[C:25](OCC)=[O:26])[CH:8]=[C:9]([C:12]([O:14][CH2:15][CH3:16])=[O:13])[C:10]=1[OH:11])=[O:5])[CH3:2].[C:31]([O-])([O-])=O.[K+].[K+].S(OC)(OC)(=O)=O. Product: [CH2:1]([O:3][C:4]([C:6]1[N:7]([N:17]2[C:18](=[O:30])[C:19]3[C:20](=[CH:21][CH:22]=[CH:23][CH:24]=3)[C:25]2=[O:26])[CH:8]=[C:9]([C:12]([O:14][CH2:15][CH3:16])=[O:13])[C:10]=1[O:11][CH3:31])=[O:5])[CH3:2]. The catalyst class is: 21. (6) Reactant: [Si]([O:8][CH2:9][CH2:10][CH2:11][O:12][C@H:13]1[CH2:17][N:16]([C:18]([O:20][C:21]([CH3:24])([CH3:23])[CH3:22])=[O:19])[C@H:15]([C:25]([N:27]([CH3:29])[CH3:28])=[O:26])[CH2:14]1)(C(C)(C)C)(C)C.CCCC[N+](CCCC)(CCCC)CCCC.[F-].O. Product: [CH3:29][N:27]([CH3:28])[C:25]([C@@H:15]1[CH2:14][C@@H:13]([O:12][CH2:11][CH2:10][CH2:9][OH:8])[CH2:17][N:16]1[C:18]([O:20][C:21]([CH3:23])([CH3:22])[CH3:24])=[O:19])=[O:26]. The catalyst class is: 1.